From a dataset of Forward reaction prediction with 1.9M reactions from USPTO patents (1976-2016). Predict the product of the given reaction. (1) Given the reactants FC(F)(F)S(O[C:7]1[CH2:8][CH:9]2[N:14]([C:15]([O:17][C:18]([CH3:21])([CH3:20])[CH3:19])=[O:16])[CH:12]([CH:13]=1)[CH2:11][CH2:10]2)(=O)=O.C([O-])(O)=O.[Na+].[F:29][C:30]1[C:35]([F:36])=[CH:34][CH:33]=[CH:32][C:31]=1[N:37]1[C:41]([C:42]2[C:43]([NH2:57])=[N:44][CH:45]=[C:46](B3OC(C)(C)C(C)(C)O3)[CH:47]=2)=[N:40][N:39]=[N:38]1, predict the reaction product. The product is: [NH2:57][C:43]1[N:44]=[CH:45][C:46]([C:7]2[CH2:8][CH:9]3[N:14]([C:15]([O:17][C:18]([CH3:19])([CH3:20])[CH3:21])=[O:16])[CH:12]([CH:13]=2)[CH2:11][CH2:10]3)=[CH:47][C:42]=1[C:41]1[N:37]([C:31]2[CH:32]=[CH:33][CH:34]=[C:35]([F:36])[C:30]=2[F:29])[N:38]=[N:39][N:40]=1. (2) Given the reactants [Br:1]Br.[CH:3]1[C:12]2[CH2:11][CH2:10][CH2:9][CH2:8][C:7]=2[CH:6]=[CH:5][C:4]=1[C:13]#[N:14].Cl, predict the reaction product. The product is: [Br:1][C:6]1[C:7]2[CH2:8][CH2:9][CH2:10][CH2:11][C:12]=2[CH:3]=[C:4]([C:13]#[N:14])[CH:5]=1. (3) Given the reactants Br[C:2]1[S:6][C:5]([C:7]2[N:12]=[C:11]([NH:13][C:14]3[CH:19]=[CH:18][C:17]([CH2:20][C:21]([O:23][CH2:24][CH3:25])=[O:22])=[CH:16][CH:15]=3)[C:10]([CH2:26][CH3:27])=[C:9]([CH3:28])[N:8]=2)=[CH:4][CH:3]=1.[CH2:29](N(CC)CC)[CH3:30].O, predict the reaction product. The product is: [CH2:26]([C:10]1[C:11]([NH:13][C:14]2[CH:19]=[CH:18][C:17]([CH2:20][C:21]([O:23][CH2:24][CH3:25])=[O:22])=[CH:16][CH:15]=2)=[N:12][C:7]([C:5]2[S:6][C:2]([CH:29]=[CH2:30])=[CH:3][CH:4]=2)=[N:8][C:9]=1[CH3:28])[CH3:27]. (4) The product is: [CH2:23]([N:3]1[C:4]2[CH:5]=[CH:6][CH:7]=[C:8]3[C@@H:13]4[CH2:14][NH:15][CH2:16][CH2:17][C@@H:12]4[N:10]([C:9]=23)[CH2:11][CH2:2]1)[CH2:24][CH2:25][CH3:26]. Given the reactants O=[C:2]1[CH2:11][N:10]2[C@H:12]3[CH2:17][CH2:16][N:15](C(OCC)=O)[CH2:14][C@H:13]3[C:8]3[C:9]2=[C:4]([CH:5]=[CH:6][CH:7]=3)[NH:3]1.[CH2:23](I)[CH2:24][CH2:25][CH3:26], predict the reaction product. (5) The product is: [F:3][C:4]([F:8])([F:7])[CH2:5][O:6][CH2:10][C:11]1[C:15]2[CH:16]=[CH:17][CH:18]=[CH:19][C:14]=2[O:13][C:12]=1[C:20]([OH:22])=[O:21]. Given the reactants [H-].[Na+].[F:3][C:4]([F:8])([F:7])[CH2:5][OH:6].Br[CH2:10][C:11]1[C:15]2[CH:16]=[CH:17][CH:18]=[CH:19][C:14]=2[O:13][C:12]=1[C:20]([O:22]C)=[O:21].[OH-].[Na+].Cl, predict the reaction product. (6) Given the reactants [C:1](O)(=[O:17])[CH2:2][CH2:3][CH2:4][CH2:5][CH2:6][CH2:7][CH2:8][CH2:9][CH2:10][CH2:11][CH2:12][CH2:13][CH2:14][CH2:15][CH3:16].[CH3:19][CH2:20][CH2:21][CH2:22][CH2:23][CH2:24][CH2:25][CH2:26][CH2:27][CH2:28][CH2:29][CH2:30][CH2:31]/[CH:32]=[CH:33]/[C@@H:34]([OH:39])[C@@H:35]([NH2:38])[CH2:36][OH:37].F[P-](F)(F)(F)(F)F.N1(OC(N(C)C)=[N+](C)C)C2C=CC=CC=2N=N1.C(N(CC)CC)C.C(O)(=O)CC(CC(O)=O)(C(O)=O)O, predict the reaction product. The product is: [CH3:16][CH2:15][CH2:14][CH2:13][CH2:12][CH2:11][CH2:10][CH2:9][CH2:8][CH2:7][CH2:6][CH2:5][CH2:4][CH2:3][CH2:2][C:1]([NH:38][C@H:35]([C@H:34]([OH:39])/[CH:33]=[CH:32]/[CH2:31][CH2:30][CH2:29][CH2:28][CH2:27][CH2:26][CH2:25][CH2:24][CH2:23][CH2:22][CH2:21][CH2:20][CH3:19])[CH2:36][OH:37])=[O:17]. (7) The product is: [CH3:16][N:10]1[C:11]2[C:7](=[CH:6][CH:5]=[C:4]([N+:1]([O-:3])=[O:2])[CH:12]=2)[CH:8]=[N:9]1. Given the reactants [N+:1]([C:4]1[CH:12]=[C:11]2[C:7]([CH:8]=[N:9][NH:10]2)=[CH:6][CH:5]=1)([O-:3])=[O:2].[H-].[Na+].I[CH3:16].O, predict the reaction product. (8) Given the reactants [CH3:1][O:2][CH2:3][C:4]1[C:12]2[C:7](=[CH:8][C:9]([N+:13]([O-])=O)=[CH:10][CH:11]=2)[N:6]([CH2:16][O:17][CH2:18][CH2:19][Si:20]([CH3:23])([CH3:22])[CH3:21])[N:5]=1.[H][H], predict the reaction product. The product is: [CH3:1][O:2][CH2:3][C:4]1[C:12]2[C:7](=[CH:8][C:9]([NH2:13])=[CH:10][CH:11]=2)[N:6]([CH2:16][O:17][CH2:18][CH2:19][Si:20]([CH3:21])([CH3:23])[CH3:22])[N:5]=1.